Dataset: Catalyst prediction with 721,799 reactions and 888 catalyst types from USPTO. Task: Predict which catalyst facilitates the given reaction. (1) Reactant: [CH3:1][N:2]1[CH2:8][CH2:7][CH2:6][NH:5][CH2:4][CH2:3]1.[C:9]([O:13][C:14](=[O:49])[NH:15][C@H:16]1[CH2:21][CH2:20][C@@H:19]([N:22]2[C:27](=[O:28])[C:26]3[CH:29]=[C:30]([F:33])[CH:31]=[N:32][C:25]=3[N:24]([C:34]3[CH:35]=[C:36]([C:40]4[CH:45]=[CH:44][C:43]([CH:46]=O)=[CH:42][CH:41]=4)[CH:37]=[CH:38][CH:39]=3)[C:23]2=[O:48])[CH2:18][CH2:17]1)([CH3:12])([CH3:11])[CH3:10].S([O-])([O-])(=O)=O.[Na+].[Na+].C(O[BH-](OC(=O)C)OC(=O)C)(=O)C.[Na+]. Product: [C:9]([O:13][C:14](=[O:49])[NH:15][C@H:16]1[CH2:17][CH2:18][C@@H:19]([N:22]2[C:27](=[O:28])[C:26]3[CH:29]=[C:30]([F:33])[CH:31]=[N:32][C:25]=3[N:24]([C:34]3[CH:35]=[C:36]([C:40]4[CH:45]=[CH:44][C:43]([CH2:46][N:5]5[CH2:6][CH2:7][CH2:8][N:2]([CH3:1])[CH2:3][CH2:4]5)=[CH:42][CH:41]=4)[CH:37]=[CH:38][CH:39]=3)[C:23]2=[O:48])[CH2:20][CH2:21]1)([CH3:10])([CH3:11])[CH3:12]. The catalyst class is: 2. (2) Reactant: [N:1]1[CH:2]=[N:3][N:4]2[CH:9]=[C:8]([C:10]3[N:11]=[C:12]([CH2:22][C:23]4[CH:24]=[C:25]([CH:28]=[CH:29][CH:30]=4)[C:26]#[N:27])[NH:13][C:14]=3[C:15]3[CH:20]=[CH:19][CH:18]=[C:17]([CH3:21])[N:16]=3)[CH:7]=[CH:6][C:5]=12.[OH:31]O.[OH-].[Na+].Cl. Product: [N:1]1[CH:2]=[N:3][N:4]2[CH:9]=[C:8]([C:10]3[N:11]=[C:12]([CH2:22][C:23]4[CH:24]=[C:25]([CH:28]=[CH:29][CH:30]=4)[C:26]([NH2:27])=[O:31])[NH:13][C:14]=3[C:15]3[CH:20]=[CH:19][CH:18]=[C:17]([CH3:21])[N:16]=3)[CH:7]=[CH:6][C:5]=12. The catalyst class is: 14. (3) Reactant: [Br:1][C:2]1[CH:7]=[CH:6][C:5]([S:8](Cl)(=[O:10])=[O:9])=[CH:4][CH:3]=1.[NH2:12][C:13]1[S:14][CH:15]=[CH:16][N:17]=1. Product: [Br:1][C:2]1[CH:7]=[CH:6][C:5]([S:8]([NH:12][C:13]2[S:14][CH:15]=[CH:16][N:17]=2)(=[O:10])=[O:9])=[CH:4][CH:3]=1. The catalyst class is: 272. (4) Reactant: [C:1]([C:3]1([O:14][Si](C)(C)C)[CH2:6][N:5]([C:7]([O:9][C:10]([CH3:13])([CH3:12])[CH3:11])=[O:8])[CH2:4]1)#[N:2].CSC.B.[F-].C([N+](CCCC)(CCCC)CCCC)CCC. Product: [NH2:2][CH2:1][C:3]1([OH:14])[CH2:6][N:5]([C:7]([O:9][C:10]([CH3:12])([CH3:11])[CH3:13])=[O:8])[CH2:4]1. The catalyst class is: 20.